The task is: Predict which catalyst facilitates the given reaction.. This data is from Catalyst prediction with 721,799 reactions and 888 catalyst types from USPTO. (1) The catalyst class is: 547. Product: [CH:29]([C:32]1[CH:37]=[CH:36][C:35]([S:38]([N:11]2[C:12]3[C:8](=[C:7]4[CH2:1][NH:2][CH2:3][CH2:4][O:5][C:6]4=[CH:14][CH:13]=3)[CH:9]=[CH:10]2)(=[O:40])=[O:39])=[CH:34][CH:33]=1)([CH3:31])[CH3:30]. Reactant: [CH2:1]1[C:7]2=[C:8]3[C:12](=[CH:13][CH:14]=[C:6]2[O:5][CH2:4][CH2:3][N:2]1C(OC(C)(C)C)=O)[NH:11][CH:10]=[CH:9]3.[H-].[Na+].CN(C=O)C.[CH:29]([C:32]1[CH:37]=[CH:36][C:35]([S:38](Cl)(=[O:40])=[O:39])=[CH:34][CH:33]=1)([CH3:31])[CH3:30]. (2) Reactant: [CH3:1][O:2][C:3](=[O:13])[C:4]1[C:9]([F:10])=[CH:8][C:7](F)=[CH:6][C:5]=1[F:12].Cl.[CH3:15][NH:16][CH3:17].C(=O)([O-])[O-].[K+].[K+]. Product: [CH3:1][O:2][C:3](=[O:13])[C:4]1[C:9]([F:10])=[CH:8][C:7]([N:16]([CH3:17])[CH3:15])=[CH:6][C:5]=1[F:12]. The catalyst class is: 16. (3) Reactant: Cl.[OH:2][C@H:3]1[CH2:8][CH2:7][CH2:6][CH2:5][C@@H:4]1[N:9]1[C:18](=[O:19])[C:17]2[C:12](=[C:13]3[CH:31]=[CH:30][CH:29]=[CH:28][C:14]3=[C:15]([CH2:20][C:21]3[CH:22]=[N:23][C:24]([CH3:27])=[CH:25][CH:26]=3)[CH:16]=2)[N:11]=[CH:10]1.C(N(CC)CC)C.ClC1C=C(C=CC=1)C(OO)=[O:44]. Product: [OH:2][C@H:3]1[CH2:8][CH2:7][CH2:6][CH2:5][C@@H:4]1[N:9]1[C:18](=[O:19])[C:17]2[C:12](=[C:13]3[CH:31]=[CH:30][CH:29]=[CH:28][C:14]3=[C:15]([CH2:20][C:21]3[CH:22]=[N+:23]([O-:44])[C:24]([CH3:27])=[CH:25][CH:26]=3)[CH:16]=2)[N:11]=[CH:10]1. The catalyst class is: 4. (4) Reactant: C(=O)([O-])[O-].[K+].[K+].[C:7]([O:11][C:12](=[O:21])[NH:13][C:14]1[CH:19]=[CH:18][CH:17]=[C:16]([NH2:20])[CH:15]=1)([CH3:10])([CH3:9])[CH3:8].Br[CH2:23][CH2:24][CH2:25][CH2:26][CH2:27][C:28]1[CH:33]=[CH:32][CH:31]=[CH:30][CH:29]=1.[I-].[K+]. Product: [C:7]([O:11][C:12](=[O:21])[NH:13][C:14]1[CH:19]=[CH:18][CH:17]=[C:16]([NH:20][CH2:23][CH2:24][CH2:25][CH2:26][CH2:27][C:28]2[CH:33]=[CH:32][CH:31]=[CH:30][CH:29]=2)[CH:15]=1)([CH3:10])([CH3:8])[CH3:9]. The catalyst class is: 60. (5) Reactant: C(OC(=O)[NH:7][CH:8]1[CH2:13][CH2:12][N:11]([CH2:14][CH:15]([N:17]2[C:26]3[C:21](=[CH:22][CH:23]=[C:24]([O:27][CH3:28])[CH:25]=3)[N:20]=[CH:19][C:18]2=[O:29])[CH3:16])[CH2:10][CH2:9]1)(C)(C)C.FC(F)(F)C(O)=O. Product: [NH2:7][CH:8]1[CH2:13][CH2:12][N:11]([CH2:14][CH:15]([N:17]2[C:26]3[C:21](=[CH:22][CH:23]=[C:24]([O:27][CH3:28])[CH:25]=3)[N:20]=[CH:19][C:18]2=[O:29])[CH3:16])[CH2:10][CH2:9]1. The catalyst class is: 4.